Dataset: CYP2D6 inhibition data for predicting drug metabolism from PubChem BioAssay. Task: Regression/Classification. Given a drug SMILES string, predict its absorption, distribution, metabolism, or excretion properties. Task type varies by dataset: regression for continuous measurements (e.g., permeability, clearance, half-life) or binary classification for categorical outcomes (e.g., BBB penetration, CYP inhibition). Dataset: cyp2d6_veith. (1) The compound is O=C(Oc1ccccc1)N1CCC2(CC1)CCN(c1cccc(-c3ccccc3)c1)CC2. The result is 0 (non-inhibitor). (2) The compound is Cc1nn(-c2ccc(Cl)cc2)c2sc(C(=O)c3c(N)n(C)c(=O)n(C)c3=O)cc12. The result is 0 (non-inhibitor). (3) The compound is COc1ccc(N(C)S(=O)(=O)c2ccc3c(c2)CCC(=O)N3)cc1. The result is 0 (non-inhibitor). (4) The result is 0 (non-inhibitor). The compound is CCN(CC)C(=O)N1CCN(C)CC1.O=C(O)CC(O)(CC(=O)O)C(=O)O. (5) The drug is CC(=O)c1cc(C)ccc1OC(=O)CCN1C(=O)C2C3c4ccccc4C(c4ccccc43)C2C1=O. The result is 0 (non-inhibitor). (6) The molecule is CN(C)C(=O)c1ccc(-c2nc(Nc3ccncc3)c3ccccc3n2)cc1. The result is 0 (non-inhibitor). (7) The compound is COc1ccc(-n2c3c(c(=O)[nH]c2=O)C(C(F)(F)F)(C(F)(F)F)N=C(CC(C)C)N3)cc1. The result is 0 (non-inhibitor). (8) The molecule is CCOC(=O)CC1C(=O)NCCN1S(=O)(=O)c1ccc(Cl)c(Cl)c1. The result is 0 (non-inhibitor).